Dataset: Reaction yield outcomes from USPTO patents with 853,638 reactions. Task: Predict the reaction yield, written as a fraction of the theoretical maximum amount of product (1.0 means a 100% yield; for example, 0.34 means a 34% yield). (1) The reactants are [CH3:1][N:2]1[CH2:7][CH2:6][N:5]([CH2:8][C:9]2[CH:14]=[CH:13][C:12]([N:15]3[CH:19]=[C:18]([NH2:20])[C:17]([C:21]([NH2:23])=O)=[N:16]3)=[CH:11][CH:10]=2)[CH2:4][CH2:3]1.Cl[C:25]1[C:30]2[CH:31]=[CH:32][S:33][C:29]=2[CH:28]=[CH:27][N:26]=1.C(O)(=[O:36])C.CO. The catalyst is C(O)(C)C.C(Cl)(Cl)Cl. The product is [S:33]1[C:29]2[CH:28]=[CH:27][N:26]=[C:25]([NH:16][C:17]3[C:18]([C:19]([NH:15][C:12]4[CH:13]=[CH:14][C:9]([CH2:8][N:5]5[CH2:6][CH2:7][N:2]([CH3:1])[CH2:3][CH2:4]5)=[CH:10][CH:11]=4)=[O:36])=[N:20][NH:23][CH:21]=3)[C:30]=2[CH:31]=[CH:32]1. The yield is 0.364. (2) The reactants are [NH2:1][C@@H:2]1[CH2:7][CH2:6][CH2:5][CH2:4][C@H:3]1[NH2:8].F[C:10]1[CH:17]=[CH:16][C:13]([C:14]#[N:15])=[C:12]([C:18]([F:21])([F:20])[F:19])[CH:11]=1. The catalyst is CS(C)=O. The product is [NH2:1][C@@H:2]1[CH2:7][CH2:6][CH2:5][CH2:4][C@H:3]1[NH:8][C:10]1[CH:17]=[CH:16][C:13]([C:14]#[N:15])=[C:12]([C:18]([F:19])([F:21])[F:20])[CH:11]=1. The yield is 0.242. (3) The reactants are C(NC(C)C)(C)C.[Li].Cl[Si](C)(C)C.[CH3:14][C:15]1([CH3:22])[C:20](=[O:21])[CH2:19][CH2:18][O:17][CH2:16]1.C(N(CC)CC)C.[Br:30]N1C(=O)CCC1=O. The catalyst is C1COCC1. The product is [Br:30][CH:19]1[CH2:18][O:17][CH2:16][C:15]([CH3:22])([CH3:14])[C:20]1=[O:21]. The yield is 0.180. (4) The reactants are Cl[C:2]1[C:3]2[CH2:12][CH2:11][N:10](C(OC(C)(C)C)=O)[CH2:9][C:4]=2[N:5]=[C:6]([CH3:8])[N:7]=1.[C:20]1(B(O)O)[CH:25]=[CH:24][CH:23]=[CH:22][CH:21]=1.C([O-])([O-])=O.[Na+].[Na+]. The catalyst is O1CCOCC1.C1C=CC([P]([Pd]([P](C2C=CC=CC=2)(C2C=CC=CC=2)C2C=CC=CC=2)([P](C2C=CC=CC=2)(C2C=CC=CC=2)C2C=CC=CC=2)[P](C2C=CC=CC=2)(C2C=CC=CC=2)C2C=CC=CC=2)(C2C=CC=CC=2)C2C=CC=CC=2)=CC=1. The product is [CH3:8][C:6]1[N:7]=[C:2]([C:20]2[CH:25]=[CH:24][CH:23]=[CH:22][CH:21]=2)[C:3]2[CH2:12][CH2:11][NH:10][CH2:9][C:4]=2[N:5]=1. The yield is 0.890. (5) The reactants are [NH2:1][C:2]1[N:7]=[CH:6][N:5]=[C:4]2[N:8]([C@@H:26]3[CH2:31][CH2:30][CH2:29][N:28](C(OC(C)(C)C)=O)[CH2:27]3)[N:9]=[C:10]([C:11]3[CH:16]=[CH:15][C:14]([O:17][C:18]4[CH:23]=[C:22]([F:24])[CH:21]=[CH:20][C:19]=4[F:25])=[CH:13][CH:12]=3)[C:3]=12.C(O)(C(F)(F)F)=O. The catalyst is ClCCl. The product is [F:25][C:19]1[CH:20]=[CH:21][C:22]([F:24])=[CH:23][C:18]=1[O:17][C:14]1[CH:13]=[CH:12][C:11]([C:10]2[C:3]3[C:4](=[N:5][CH:6]=[N:7][C:2]=3[NH2:1])[N:8]([C@@H:26]3[CH2:31][CH2:30][CH2:29][NH:28][CH2:27]3)[N:9]=2)=[CH:16][CH:15]=1. The yield is 0.990.